This data is from Full USPTO retrosynthesis dataset with 1.9M reactions from patents (1976-2016). The task is: Predict the reactants needed to synthesize the given product. Given the product [F:1][C:2]1[CH:3]=[CH:4][C:5]([C:8]2[N:12]([CH3:13])[N:11]=[CH:10][C:9]=2/[CH:14]=[CH:26]/[C:27]([OH:29])=[O:28])=[CH:6][CH:7]=1, predict the reactants needed to synthesize it. The reactants are: [F:1][C:2]1[CH:7]=[CH:6][C:5]([C:8]2[N:12]([CH3:13])[N:11]=[CH:10][C:9]=2[CH:14]=O)=[CH:4][CH:3]=1.[H-].[Na+].C(OP([CH2:26][C:27]([O:29]CC)=[O:28])(OCC)=O)C.CN(C)C=O.